From a dataset of Full USPTO retrosynthesis dataset with 1.9M reactions from patents (1976-2016). Predict the reactants needed to synthesize the given product. (1) Given the product [ClH:23].[ClH:23].[CH3:1][C:2]1[N:7]=[C:6]([CH2:8][CH:9]2[CH2:15][O:14][CH2:13][CH2:12][NH:11][CH2:10]2)[CH:5]=[CH:4][CH:3]=1, predict the reactants needed to synthesize it. The reactants are: [CH3:1][C:2]1[N:7]=[C:6]([CH2:8][CH:9]2[CH2:15][O:14][CH2:13][CH2:12][N:11](C(OC(C)(C)C)=O)[CH2:10]2)[CH:5]=[CH:4][CH:3]=1.[ClH:23]. (2) The reactants are: [CH3:1][N:2]([CH2:4][CH2:5][OH:6])[CH3:3].[H-].[Na+].Cl[C:10]1[N:17]=[C:16]([C:18]([F:21])([F:20])[F:19])[CH:15]=[CH:14][C:11]=1[C:12]#[N:13]. Given the product [CH3:1][N:2]([CH3:3])[CH2:4][CH2:5][O:6][C:10]1[C:11]([C:12]#[N:13])=[CH:14][CH:15]=[C:16]([C:18]([F:19])([F:21])[F:20])[N:17]=1, predict the reactants needed to synthesize it. (3) Given the product [Cl:1][C:2]1[CH:7]=[CH:6][C:5]([C@H:8]2[C@H:13]([O:14][CH2:15][C:16]3[CH:17]=[CH:18][CH:19]=[CH:20][CH:21]=3)[C@@H:12]([O:22][CH2:23][C:24]3[CH:29]=[CH:28][CH:27]=[CH:26][CH:25]=3)[C@H:38]([O:39][CH2:40][C:41]3[CH:46]=[CH:45][CH:44]=[CH:43][CH:42]=3)[C@@H:10]([CH2:11][O:30][CH2:31][C:32]3[CH:33]=[CH:34][CH:35]=[CH:36][CH:37]=3)[O:9]2)=[CH:4][C:3]=1[CH2:47][C:48]([NH:52][CH2:53][C:54](=[O:55])[C:56]1[CH:60]=[CH:59][S:58][CH:57]=1)=[O:50], predict the reactants needed to synthesize it. The reactants are: [Cl:1][C:2]1[CH:7]=[CH:6][C:5]([C@H:8]2[C@H:13]([O:14][CH2:15][C:16]3[CH:21]=[CH:20][CH:19]=[CH:18][CH:17]=3)[C@@H:12]([O:22][CH2:23][C:24]3[CH:29]=[CH:28][CH:27]=[CH:26][CH:25]=3)[C@H:11]([O:30][CH2:31][C:32]3[CH:37]=[CH:36][CH:35]=[CH:34][CH:33]=3)[C@@H:10]([CH2:38][O:39][CH2:40][C:41]3[CH:46]=[CH:45][CH:44]=[CH:43][CH:42]=3)[O:9]2)=[CH:4][C:3]=1[CH2:47][C:48]([OH:50])=O.Cl.[NH2:52][CH2:53][C:54]([C:56]1[CH:60]=[CH:59][S:58][CH:57]=1)=[O:55].CCN=C=NCCCN(C)C.C1C=CC2N(O)N=NC=2C=1.CN1CCOCC1.Cl. (4) Given the product [Si:1]([O:8][CH2:9][C:10]1[S:14][C:13]([C:15]#[N:23])=[C:12]([CH3:17])[CH:11]=1)([C:4]([CH3:7])([CH3:6])[CH3:5])([CH3:3])[CH3:2], predict the reactants needed to synthesize it. The reactants are: [Si:1]([O:8][CH2:9][C:10]1[S:14][C:13]([CH:15]=O)=[C:12]([CH3:17])[CH:11]=1)([C:4]([CH3:7])([CH3:6])[CH3:5])([CH3:3])[CH3:2].Cl.NO.C([N:23](CC)CC)C.C1(N=C=NC2CCCCC2)CCCCC1. (5) Given the product [Cl:20][C:21]1[CH:22]=[C:23]([CH:27]=[CH:28][CH:29]=1)[C:24]([O:12][C:8]1[C:9]([CH3:11])=[CH:10][C:5]([C:1]([CH3:4])([CH3:2])[CH3:3])=[C:6]([CH3:31])[C:7]=1[S:13][C:15]([O:17][CH2:18][CH3:19])=[O:16])=[O:25], predict the reactants needed to synthesize it. The reactants are: [C:1]([C:5]1[CH:10]=[C:9]([CH3:11])[C:8]([OH:12])=[C:7]([SH:13])[CH:6]=1)([CH3:4])([CH3:3])[CH3:2].Cl[C:15]([O:17][CH2:18][CH3:19])=[O:16].[Cl:20][C:21]1[CH:22]=[C:23]([CH:27]=[CH:28][CH:29]=1)[C:24](Cl)=[O:25].Cl.[C:31]1(C)C=CC=CC=1. (6) Given the product [NH2:1][C:2]1[C:32]([C:33]([F:34])([F:36])[F:35])=[CH:31][C:5]([CH2:6][CH:7]([C:8]2[N:45]([CH2:46][CH:47]3[CH2:48][CH2:49][NH:50][CH2:51][CH2:52]3)[C:40]3[CH:41]=[CH:42][CH:43]=[CH:44][C:39]=3[N:38]=2)[CH2:10][C:11]([N:12]2[CH2:13][CH2:14][CH:15]([N:18]3[CH2:24][CH2:23][C:22]4[CH:25]=[CH:26][CH:27]=[CH:28][C:21]=4[NH:20][C:19]3=[O:29])[CH2:16][CH2:17]2)=[O:30])=[CH:4][C:3]=1[Cl:37], predict the reactants needed to synthesize it. The reactants are: [NH2:1][C:2]1[C:32]([C:33]([F:36])([F:35])[F:34])=[CH:31][C:5]([CH2:6][CH:7]([CH2:10][C:11](=[O:30])[N:12]2[CH2:17][CH2:16][CH:15]([N:18]3[CH2:24][CH2:23][C:22]4[CH:25]=[CH:26][CH:27]=[CH:28][C:21]=4[NH:20][C:19]3=[O:29])[CH2:14][CH2:13]2)[CH:8]=O)=[CH:4][C:3]=1[Cl:37].[NH2:38][C:39]1[CH:44]=[CH:43][CH:42]=[CH:41][C:40]=1[NH:45][CH2:46][CH:47]1[CH2:52][CH2:51][N:50](C(OC(C)(C)C)=O)[CH2:49][CH2:48]1.C(O)(C(F)(F)F)=O. (7) Given the product [C:12]([C:4]1[CH:3]=[C:2]([CH:7]=[C:6]([O:8][CH:9]([CH3:11])[CH3:10])[CH:5]=1)[CH:24]=[O:25])([CH3:15])([CH3:14])[CH3:13], predict the reactants needed to synthesize it. The reactants are: Br[C:2]1[CH:7]=[C:6]([O:8][CH:9]([CH3:11])[CH3:10])[CH:5]=[C:4]([C:12]([CH3:15])([CH3:14])[CH3:13])[CH:3]=1.C([Li])CCC.CN([CH:24]=[O:25])C.